The task is: Predict which catalyst facilitates the given reaction.. This data is from Catalyst prediction with 721,799 reactions and 888 catalyst types from USPTO. (1) Reactant: [CH3:1][C:2]1[C:7]([O:8][C:9]2[CH:14]=[CH:13][N:12]=[C:11]([NH:15][C:16](=[O:21])OC(C)=C)[CH:10]=2)=[CH:6][CH:5]=[C:4]([NH:22][C:23]([NH:25][C:26](=[O:31])[C:27]([CH3:30])([CH3:29])[CH3:28])=[O:24])[N:3]=1.[NH:32]1[CH2:37][CH2:36][O:35][CH2:34][CH2:33]1.CN1CCCC1. Product: [CH3:1][C:2]1[C:7]([O:8][C:9]2[CH:14]=[CH:13][N:12]=[C:11]([NH:15][C:16]([N:32]3[CH2:37][CH2:36][O:35][CH2:34][CH2:33]3)=[O:21])[CH:10]=2)=[CH:6][CH:5]=[C:4]([NH:22][C:23]([NH:25][C:26](=[O:31])[C:27]([CH3:29])([CH3:30])[CH3:28])=[O:24])[N:3]=1. The catalyst class is: 12. (2) Reactant: [C:1]([O:9][CH2:10][CH2:11][O:12][CH2:13][CH2:14][N:15]1[C:23]2[C:22](Cl)=[N:21][CH:20]=[N:19][C:18]=2[CH:17]=[CH:16]1)(=[O:8])[C:2]1[CH:7]=[CH:6][CH:5]=[CH:4][CH:3]=1.[NH2:25][C:26]1[CH:41]=[CH:40][C:29]([O:30][C:31]2[CH:32]=[C:33]([C:37](=[O:39])[CH3:38])[CH:34]=[CH:35][CH:36]=2)=[C:28]([Cl:42])[CH:27]=1.C(=O)([O-])O.[Na+]. Product: [C:1]([O:9][CH2:10][CH2:11][O:12][CH2:13][CH2:14][N:15]1[C:23]2[C:22]([NH:25][C:26]3[CH:41]=[CH:40][C:29]([O:30][C:31]4[CH:36]=[CH:35][CH:34]=[C:33]([C:37](=[O:39])[CH3:38])[CH:32]=4)=[C:28]([Cl:42])[CH:27]=3)=[N:21][CH:20]=[N:19][C:18]=2[CH:17]=[CH:16]1)(=[O:8])[C:2]1[CH:7]=[CH:6][CH:5]=[CH:4][CH:3]=1. The catalyst class is: 32.